This data is from Reaction yield outcomes from USPTO patents with 853,638 reactions. The task is: Predict the reaction yield, written as a fraction of the theoretical maximum amount of product (1.0 means a 100% yield; for example, 0.34 means a 34% yield). (1) The reactants are [CH:1]1([N:6]2[C:10]3[N:11]=[C:12]([NH:15][C:16]4[CH:25]=[CH:24][C:19]([C:20]([O:22]C)=[O:21])=[CH:18][N:17]=4)[N:13]=[CH:14][C:9]=3[CH:8]=[C:7]2[C:26](=[O:30])[N:27]([CH3:29])[CH3:28])[CH2:5][CH2:4][CH2:3][CH2:2]1.[Li+].[OH-]. The catalyst is C1COCC1.CC(C)=O. The product is [CH:1]1([N:6]2[C:10]3[N:11]=[C:12]([NH:15][C:16]4[CH:25]=[CH:24][C:19]([C:20]([OH:22])=[O:21])=[CH:18][N:17]=4)[N:13]=[CH:14][C:9]=3[CH:8]=[C:7]2[C:26](=[O:30])[N:27]([CH3:28])[CH3:29])[CH2:2][CH2:3][CH2:4][CH2:5]1. The yield is 0.730. (2) The reactants are BrCCBr.Cl[Si](C)(C)C.I[CH:11]1[CH2:14][N:13]([C:15]([O:17][CH2:18][C:19]2[CH:24]=[CH:23][CH:22]=[CH:21][CH:20]=2)=[O:16])[CH2:12]1.[Cl:25][C:26]1[C:27]([CH3:38])=[C:28](I)[C:29]([O:35][CH3:36])=[C:30]([C:32](=[O:34])[CH3:33])[CH:31]=1. The catalyst is CN(C=O)C.[Zn].C1C=CC(/C=C/C(/C=C/C2C=CC=CC=2)=O)=CC=1.C1C=CC(/C=C/C(/C=C/C2C=CC=CC=2)=O)=CC=1.C1C=CC(/C=C/C(/C=C/C2C=CC=CC=2)=O)=CC=1.[Pd].[Pd].O1C=CC=C1P(C1OC=CC=1)C1OC=CC=1. The product is [C:32]([C:30]1[C:29]([O:35][CH3:36])=[C:28]([CH:11]2[CH2:14][N:13]([C:15]([O:17][CH2:18][C:19]3[CH:24]=[CH:23][CH:22]=[CH:21][CH:20]=3)=[O:16])[CH2:12]2)[C:27]([CH3:38])=[C:26]([Cl:25])[CH:31]=1)(=[O:34])[CH3:33]. The yield is 0.440. (3) The reactants are [F:1][C:2]1[CH:7]=[CH:6][C:5]([C@:8]2([CH2:32][C:33]([CH3:37])([CH3:36])[C:34]#[N:35])[O:13][C:12](=[O:14])[N:11]([C@H:15]([C:17]3[CH:22]=[CH:21][C:20](B4OC(C)(C)C(C)(C)O4)=[CH:19][CH:18]=3)[CH3:16])[CH2:10][CH2:9]2)=[CH:4][CH:3]=1.I[C:39]1[CH:44]=[CH:43][N:42]([CH3:45])[C:41](=[O:46])[CH:40]=1.C([O-])([O-])=O.[Cs+].[Cs+]. The catalyst is O1CCOCC1.Cl[Pd](Cl)([P](C1C=CC=CC=1)(C1C=CC=CC=1)C1C=CC=CC=1)[P](C1C=CC=CC=1)(C1C=CC=CC=1)C1C=CC=CC=1. The product is [F:1][C:2]1[CH:3]=[CH:4][C:5]([C@:8]2([CH2:32][C:33]([CH3:37])([CH3:36])[C:34]#[N:35])[O:13][C:12](=[O:14])[N:11]([C@H:15]([C:17]3[CH:22]=[CH:21][C:20]([C:39]4[CH:44]=[CH:43][N:42]([CH3:45])[C:41](=[O:46])[CH:40]=4)=[CH:19][CH:18]=3)[CH3:16])[CH2:10][CH2:9]2)=[CH:6][CH:7]=1. The yield is 0.660. (4) The reactants are C(=O)([O-])[O-].[K+].[K+].[CH2:7](Br)[C:8]1[CH:13]=[CH:12][CH:11]=[CH:10][CH:9]=1.[O:15]=[C:16]1[C:22]2[CH:23]=[CH:24][CH:25]=[CH:26][C:21]=2[O:20][C:19]2[CH:27]=[CH:28][C:29]([CH:31]=[O:32])=[CH:30][C:18]=2[NH:17]1. The catalyst is C(#N)C.C(OCC)(=O)C. The product is [CH2:7]([N:17]1[C:16](=[O:15])[C:22]2[CH:23]=[CH:24][CH:25]=[CH:26][C:21]=2[O:20][C:19]2[CH:27]=[CH:28][C:29]([CH:31]=[O:32])=[CH:30][C:18]1=2)[C:8]1[CH:13]=[CH:12][CH:11]=[CH:10][CH:9]=1. The yield is 0.630. (5) The reactants are [OH:1][CH2:2][CH2:3][NH:4][S:5]([C:8]1[CH:13]=[CH:12][C:11]([C:14]2[C:15]3[C:16]4[CH2:29][CH2:28][CH2:27][C:17]=4[C:18](=[O:26])[NH:19][C:20]=3[CH:21]=[CH:22][C:23]=2[O:24][CH3:25])=[CH:10][CH:9]=1)(=[O:7])=[O:6].C(N(CC)CC)C.[CH3:37][S:38](Cl)(=[O:40])=[O:39]. The product is [CH3:37][S:38]([O:1][CH2:2][CH2:3][NH:4][S:5]([C:8]1[CH:13]=[CH:12][C:11]([C:14]2[C:15]3[C:16]4[CH2:29][CH2:28][CH2:27][C:17]=4[C:18](=[O:26])[NH:19][C:20]=3[CH:21]=[CH:22][C:23]=2[O:24][CH3:25])=[CH:10][CH:9]=1)(=[O:7])=[O:6])(=[O:40])=[O:39]. The catalyst is O1CCCC1. The yield is 0.510. (6) The reactants are CC([O-])(C)C.[K+].[C:7]([CH2:9][C:10]([NH2:12])=[O:11])#[N:8].[CH3:13][C:14](=O)/[CH:15]=[CH:16]/[CH2:17][CH2:18][CH3:19]. The catalyst is CS(C)=O.O.Cl. The product is [CH3:13][C:14]1[NH:12][C:10](=[O:11])[C:9]([C:7]#[N:8])=[C:16]([CH2:17][CH2:18][CH3:19])[CH:15]=1. The yield is 0.330. (7) The reactants are [C:1]([NH:5][C:6](=[O:8])[OH:7])(C)(C)[CH3:2].[C:9](NC(=O)O)([CH3:12])([CH3:11])[CH3:10].NC1[C:22]2[CH:23]=[C:24]([CH2:27][N:28]3C(=O)C4C(=CC=CC=4)C3=O)[CH:25]=C[C:21]=2[O:20][N:19]=1.NN.O. The catalyst is CCCCO.C(Cl)Cl. The product is [NH2:28][CH2:27][C:24]1[CH:23]=[CH:22][C:21]2[O:20][N:19]=[C:1]([NH:5][C:6](=[O:8])[O:7][C:9]([CH3:10])([CH3:11])[CH3:12])[C:2]=2[CH:25]=1. The yield is 0.706. (8) The reactants are C([NH:5][S:6]([C:9]1[S:10][C:11]([C:14]2[CH:19]=[CH:18][CH:17]=[C:16]([C:20]3[N:25]=[C:24]([C:26]([F:29])([F:28])[F:27])[CH:23]=[C:22]([C:30]4[CH:35]=[CH:34][C:33]([C:36]([F:39])([F:38])[F:37])=[CH:32][C:31]=4[F:40])[N:21]=3)[CH:15]=2)=[CH:12][CH:13]=1)(=[O:8])=[O:7])(C)(C)C.C(O)(C(F)(F)F)=O. The catalyst is ClCCl. The product is [F:40][C:31]1[CH:32]=[C:33]([C:36]([F:39])([F:38])[F:37])[CH:34]=[CH:35][C:30]=1[C:22]1[CH:23]=[C:24]([C:26]([F:29])([F:27])[F:28])[N:25]=[C:20]([C:16]2[CH:15]=[C:14]([C:11]3[S:10][C:9]([S:6]([NH2:5])(=[O:7])=[O:8])=[CH:13][CH:12]=3)[CH:19]=[CH:18][CH:17]=2)[N:21]=1. The yield is 0.420. (9) The reactants are [CH2:1]([NH:8][C:9](=[O:42])[CH2:10][C:11]1[CH:41]=[CH:40][C:14]2[CH:15]=[C:16]([C:18]([NH:20][C:21]3[C:25]([NH:26]C(=O)OC(C)(C)C)=[CH:24][N:23]([C:34]4[CH:39]=[CH:38][CH:37]=[CH:36][CH:35]=4)[N:22]=3)=[O:19])[S:17][C:13]=2[CH:12]=1)[C:2]1[CH:7]=[CH:6][CH:5]=[CH:4][CH:3]=1.Cl. The catalyst is C(OCC)(=O)C.CO.O1CCOCC1. The product is [NH2:26][C:25]1[C:21]([NH:20][C:18]([C:16]2[S:17][C:13]3[CH:12]=[C:11]([CH2:10][C:9]([NH:8][CH2:1][C:2]4[CH:7]=[CH:6][CH:5]=[CH:4][CH:3]=4)=[O:42])[CH:41]=[CH:40][C:14]=3[CH:15]=2)=[O:19])=[N:22][N:23]([C:34]2[CH:39]=[CH:38][CH:37]=[CH:36][CH:35]=2)[CH:24]=1. The yield is 0.400. (10) The reactants are [Cl:1][C:2]1[CH:8]=[C:7]([O:9][C:10]2[C:19]3[C:14](=[CH:15][C:16]([O:22][CH3:23])=[C:17]([O:20][CH3:21])[CH:18]=3)[N:13]=[CH:12][N:11]=2)[CH:6]=[CH:5][C:3]=1[NH2:4].[C:24]1(C)C=CC=CC=1.C(N([CH2:36][CH3:37])CC)C.Cl[C:39](Cl)([O:41][C:42](=[O:48])OC(Cl)(Cl)Cl)Cl.[Br:50][C:51](O)([CH3:58])[C:52]1C=CC=C[CH:53]=1. The catalyst is C(Cl)Cl. The product is [Cl:1][C:2]1[CH:8]=[C:7]([O:9][C:10]2[C:19]3[C:14](=[CH:15][C:16]([O:22][CH3:23])=[C:17]([O:20][CH3:21])[CH:18]=3)[N:13]=[CH:12][N:11]=2)[CH:6]=[CH:5][C:3]=1[NH:4][C:42](=[O:48])[O:41][CH:39]([C:37]1[CH:36]=[CH:53][CH:52]=[C:51]([Br:50])[CH:58]=1)[CH3:24]. The yield is 0.400.